Dataset: Forward reaction prediction with 1.9M reactions from USPTO patents (1976-2016). Task: Predict the product of the given reaction. Given the reactants [O:1]=[C:2]1[CH2:7][CH2:6][CH:5]([C:8]([O:10][CH2:11][C:12]2[CH:17]=[CH:16][CH:15]=[CH:14][CH:13]=2)=[O:9])[CH2:4][CH2:3]1.[F:18][C:19]([F:38])([F:37])[S:20](N(C1C=CC=CC=1)[S:20]([C:19]([F:38])([F:37])[F:18])(=[O:22])=[O:21])(=[O:22])=[O:21].C[Si]([N-][Si](C)(C)C)(C)C.[K+].C1C[O:52]CC1, predict the reaction product. The product is: [OH:52][C:5]1([C:8]([O:10][CH2:11][C:12]2[CH:17]=[CH:16][CH:15]=[CH:14][CH:13]=2)=[O:9])[CH2:6][CH2:7][C:2]([O:1][S:20]([C:19]([F:38])([F:37])[F:18])(=[O:22])=[O:21])=[CH:3][CH2:4]1.